From a dataset of Reaction yield outcomes from USPTO patents with 853,638 reactions. Predict the reaction yield, written as a fraction of the theoretical maximum amount of product (1.0 means a 100% yield; for example, 0.34 means a 34% yield). (1) The reactants are [CH:1]1([N:5]2[CH2:11][CH2:10][CH2:9][N:8]([C:12]([C@@H:14]3[CH2:18][C@H:17]([O:19][C:20]4[CH:25]=[CH:24][C:23]([F:26])=[CH:22][CH:21]=4)[CH2:16][NH:15]3)=[O:13])[CH2:7][CH2:6]2)[CH2:4][CH2:3][CH2:2]1.CCN(CC)CC.[CH3:34][S:35](Cl)(=[O:37])=[O:36]. The catalyst is C1COCC1. The product is [CH3:34][S:35]([N:15]1[CH2:16][C@@H:17]([O:19][C:20]2[CH:21]=[CH:22][C:23]([F:26])=[CH:24][CH:25]=2)[CH2:18][C@H:14]1[C:12]([N:8]1[CH2:9][CH2:10][CH2:11][N:5]([CH:1]2[CH2:2][CH2:3][CH2:4]2)[CH2:6][CH2:7]1)=[O:13])(=[O:37])=[O:36]. The yield is 0.870. (2) The reactants are [F:1][C:2]1[CH:3]=[C:4]([NH:10][C:11]2[C:16]([C:17]3[N:22]=[C:21]([CH3:23])[N:20]=[C:19]([NH2:24])[N:18]=3)=[CH:15][C:14]([CH:25]([N:27]3[CH2:32][CH2:31][NH:30][CH2:29][CH2:28]3)[CH3:26])=[CH:13][N:12]=2)[CH:5]=[N:6][C:7]=1[O:8][CH3:9].C(N(CC)CC)C.[CH3:40][N:41]([CH3:45])[C:42](Cl)=[O:43]. The catalyst is ClCCl. The product is [NH2:24][C:19]1[N:20]=[C:21]([CH3:23])[N:22]=[C:17]([C:16]2[CH:15]=[C:14]([CH:25]([N:27]3[CH2:28][CH2:29][N:30]([C:42]([N:41]([CH3:45])[CH3:40])=[O:43])[CH2:31][CH2:32]3)[CH3:26])[CH:13]=[N:12][C:11]=2[NH:10][C:4]2[CH:5]=[N:6][C:7]([O:8][CH3:9])=[C:2]([F:1])[CH:3]=2)[N:18]=1. The yield is 0.427. (3) The reactants are [CH3:1][C:2]1[C:6]([CH3:7])=[C:5]([NH:8][C:9](=[O:16])OCC(Cl)(Cl)Cl)[O:4][N:3]=1.Cl.Cl.[C:19]1([C:25]2[CH:30]=[C:29]([N:31]3[CH2:36][CH2:35][NH:34][CH2:33][CH2:32]3)[CH:28]=[CH:27][N:26]=2)[CH:24]=[CH:23][CH:22]=[CH:21][CH:20]=1. No catalyst specified. The product is [CH3:1][C:2]1[C:6]([CH3:7])=[C:5]([NH:8][C:9]([N:34]2[CH2:35][CH2:36][N:31]([C:29]3[CH:28]=[CH:27][N:26]=[C:25]([C:19]4[CH:24]=[CH:23][CH:22]=[CH:21][CH:20]=4)[CH:30]=3)[CH2:32][CH2:33]2)=[O:16])[O:4][N:3]=1. The yield is 0.740.